From a dataset of Full USPTO retrosynthesis dataset with 1.9M reactions from patents (1976-2016). Predict the reactants needed to synthesize the given product. The reactants are: [F:1][C:2]([F:25])([C:18]1[CH:23]=[CH:22][C:21]([F:24])=[CH:20][CH:19]=1)[C:3]1[N:12]=[C:11](O)[C:10]2[C:5](=[CH:6][C:7]([C:14]([O:16][CH3:17])=[O:15])=[CH:8][CH:9]=2)[N:4]=1.P(Cl)(Cl)([Cl:28])=O. Given the product [Cl:28][C:11]1[C:10]2[C:5](=[CH:6][C:7]([C:14]([O:16][CH3:17])=[O:15])=[CH:8][CH:9]=2)[N:4]=[C:3]([C:2]([F:25])([F:1])[C:18]2[CH:23]=[CH:22][C:21]([F:24])=[CH:20][CH:19]=2)[N:12]=1, predict the reactants needed to synthesize it.